From a dataset of Full USPTO retrosynthesis dataset with 1.9M reactions from patents (1976-2016). Predict the reactants needed to synthesize the given product. (1) Given the product [NH2:10][C@H:11]([C:17]([OH:19])=[O:18])[CH2:12][CH2:13][CH2:14][CH2:15][NH2:16], predict the reactants needed to synthesize it. The reactants are: P([O-])([O-])([O-])=O.[Na+].[Na+].[Na+].Cl.[NH2:10][C@H:11]([C:17]([OH:19])=[O:18])[CH2:12][CH2:13][CH2:14][CH2:15][NH2:16].CC1N=CC(COP(O)(O)=O)=C(C=O)C=1O. (2) Given the product [CH3:1][O:2][CH2:3][CH2:4][CH2:5][NH:6][S:7](=[O:9])(=[O:8])[NH2:10], predict the reactants needed to synthesize it. The reactants are: [CH3:1][O:2][CH2:3][CH2:4][CH2:5][NH2:6].[S:7](N)([NH2:10])(=[O:9])=[O:8]. (3) Given the product [Cl:1][C:2]1[CH:3]=[CH:4][C:5]([CH2:6][N:7]2[C:12](=[N:13][C:14]3[CH:19]=[CH:18][C:17]([O:20][CH:21]([CH3:23])[CH3:22])=[C:16]([F:24])[CH:15]=3)[NH:11][C:10](=[O:25])[N:9]([CH2:37][CH2:38][S:39]([OH:42])(=[O:41])=[O:40])[C:8]2=[O:26])=[CH:27][CH:28]=1, predict the reactants needed to synthesize it. The reactants are: [Cl:1][C:2]1[CH:28]=[CH:27][C:5]([CH2:6][N:7]2[C:12](=[N:13][C:14]3[CH:19]=[CH:18][C:17]([O:20][CH:21]([CH3:23])[CH3:22])=[C:16]([F:24])[CH:15]=3)[NH:11][C:10](=[O:25])[NH:9][C:8]2=[O:26])=[CH:4][CH:3]=1.C(=O)([O-])[O-].[Cs+].[Cs+].[Na].Br[CH2:37][CH2:38][S:39]([OH:42])(=[O:41])=[O:40].Cl. (4) Given the product [Cl:35][C:29]1[CH:28]=[C:27]([NH:26][C@H:17]([CH2:16][NH:15][CH2:36][C:37]([CH3:41])([CH3:40])[CH3:38])[CH2:18][C:19]([O:21][C:22]([CH3:24])([CH3:23])[CH3:25])=[O:20])[CH:32]=[CH:31][C:30]=1[C:33]#[N:34], predict the reactants needed to synthesize it. The reactants are: [BH-](OC(C)=O)(OC(C)=O)OC(C)=O.[Na+].[NH2:15][CH2:16][C@@H:17]([NH:26][C:27]1[CH:32]=[CH:31][C:30]([C:33]#[N:34])=[C:29]([Cl:35])[CH:28]=1)[CH2:18][C:19]([O:21][C:22]([CH3:25])([CH3:24])[CH3:23])=[O:20].[CH3:36][C:37]([CH3:41])([CH3:40])[CH:38]=O. (5) Given the product [C:42]([O:41][C:39]([N:14]1[CH2:15][CH2:16][C:10]2[C:9]([C:25]#[CH:26])=[C:8]([Cl:7])[CH:24]=[CH:23][C:11]=2[CH2:12][CH2:13]1)=[O:40])([CH3:43])([CH3:44])[CH3:45], predict the reactants needed to synthesize it. The reactants are: C(=O)([O-])[O-].[K+].[K+].[Cl:7][C:8]1[CH:24]=[CH:23][C:11]2[CH2:12][CH2:13][N:14](C(=O)C(F)(F)F)[CH2:15][CH2:16][C:10]=2[C:9]=1[C:25]#[C:26][Si](C)(C)C.[C:42]([O:41][C:39](O[C:39]([O:41][C:42]([CH3:45])([CH3:44])[CH3:43])=[O:40])=[O:40])([CH3:45])([CH3:44])[CH3:43]. (6) Given the product [CH3:25][O:24][N:23]([CH3:22])[C:3](=[O:20])[C:4]1[CH:9]=[CH:8][C:7]([C:10]2[CH:11]=[CH:12][C:13]([C:16]([F:17])([F:18])[F:19])=[CH:14][CH:15]=2)=[N:6][CH:5]=1, predict the reactants needed to synthesize it. The reactants are: CO[C:3](=[O:20])[C:4]1[CH:9]=[CH:8][C:7]([C:10]2[CH:15]=[CH:14][C:13]([C:16]([F:19])([F:18])[F:17])=[CH:12][CH:11]=2)=[N:6][CH:5]=1.Cl.[CH3:22][NH:23][O:24][CH3:25].C([Mg]Cl)(C)C. (7) Given the product [N:22]1[CH:23]=[CH:24][CH:25]=[C:20]([NH:19][C:17](=[O:18])[C:16]2[CH:26]=[CH:27][C:13]([CH2:12][NH:11][S:8]([C:5]3[CH:6]=[CH:7][C:2]([C:29]4[CH:34]=[CH:33][CH:32]=[C:31]([C:35]([F:38])([F:37])[F:36])[CH:30]=4)=[CH:3][CH:4]=3)(=[O:10])=[O:9])=[CH:14][CH:15]=2)[CH:21]=1, predict the reactants needed to synthesize it. The reactants are: I[C:2]1[CH:7]=[CH:6][C:5]([S:8]([NH:11][CH2:12][C:13]2[CH:27]=[CH:26][C:16]([C:17]([NH:19][C:20]3[CH:21]=[N:22][CH:23]=[CH:24][CH:25]=3)=[O:18])=[CH:15][CH:14]=2)(=[O:10])=[O:9])=[CH:4][CH:3]=1.B(O)(O)[C:29]1[CH:34]=[CH:33][CH:32]=[C:31]([C:35]([F:38])([F:37])[F:36])[CH:30]=1.C([O-])([O-])=O.[K+].[K+].